From a dataset of Reaction yield outcomes from USPTO patents with 853,638 reactions. Predict the reaction yield, written as a fraction of the theoretical maximum amount of product (1.0 means a 100% yield; for example, 0.34 means a 34% yield). (1) The reactants are [Br:1][C:2]1[CH:21]=[CH:20][C:5]2[O:6][CH2:7][CH:8]([OH:19])[C:9]3[S:13][C:12]([C:14]([O:16][CH2:17][CH3:18])=[O:15])=[N:11][C:10]=3[C:4]=2[CH:3]=1.I[CH3:23]. The yield is 0.290. The catalyst is ClCCl. The product is [Br:1][C:2]1[CH:21]=[CH:20][C:5]2[O:6][CH2:7][CH:8]([O:19][CH3:23])[C:9]3[S:13][C:12]([C:14]([O:16][CH2:17][CH3:18])=[O:15])=[N:11][C:10]=3[C:4]=2[CH:3]=1. (2) The reactants are [CH2:1]([O:19][C:20]1[CH:21]=[C:22]([CH:165]=[C:166]([O:187][CH2:188][CH2:189][CH2:190][CH2:191][CH2:192][CH2:193][CH2:194][CH2:195][CH2:196][CH2:197][CH2:198][CH2:199][CH2:200][CH2:201][CH2:202][CH2:203][CH2:204][CH3:205])[C:167]=1[O:168][CH2:169][CH2:170][CH2:171][CH2:172][CH2:173][CH2:174][CH2:175][CH2:176][CH2:177][CH2:178][CH2:179][CH2:180][CH2:181][CH2:182][CH2:183][CH2:184][CH2:185][CH3:186])[CH2:23][O:24][C:25]1[CH:26]=[C:27]([CH:32]=[C:33]([O:100][CH2:101][C:102]2[CH:107]=[C:106]([O:108][CH2:109][CH2:110][CH2:111][CH2:112][CH2:113][CH2:114][CH2:115][CH2:116][CH2:117][CH2:118][CH2:119][CH2:120][CH2:121][CH2:122][CH2:123][CH2:124][CH2:125][CH3:126])[C:105]([O:127][CH2:128][CH2:129][CH2:130][CH2:131][CH2:132][CH2:133][CH2:134][CH2:135][CH2:136][CH2:137][CH2:138][CH2:139][CH2:140][CH2:141][CH2:142][CH2:143][CH2:144][CH3:145])=[C:104]([O:146][CH2:147][CH2:148][CH2:149][CH2:150][CH2:151][CH2:152][CH2:153][CH2:154][CH2:155][CH2:156][CH2:157][CH2:158][CH2:159][CH2:160][CH2:161][CH2:162][CH2:163][CH3:164])[CH:103]=2)[C:34]=1[O:35][CH2:36][C:37]1[CH:42]=[C:41]([O:43][CH2:44][CH2:45][CH2:46][CH2:47][CH2:48][CH2:49][CH2:50][CH2:51][CH2:52][CH2:53][CH2:54][CH2:55][CH2:56][CH2:57][CH2:58][CH2:59][CH2:60][CH3:61])[C:40]([O:62][CH2:63][CH2:64][CH2:65][CH2:66][CH2:67][CH2:68][CH2:69][CH2:70][CH2:71][CH2:72][CH2:73][CH2:74][CH2:75][CH2:76][CH2:77][CH2:78][CH2:79][CH3:80])=[C:39]([O:81][CH2:82][CH2:83][CH2:84][CH2:85][CH2:86][CH2:87][CH2:88][CH2:89][CH2:90][CH2:91][CH2:92][CH2:93][CH2:94][CH2:95][CH2:96][CH2:97][CH2:98][CH3:99])[CH:38]=1)[C:28](OC)=[O:29])[CH2:2][CH2:3][CH2:4][CH2:5][CH2:6][CH2:7][CH2:8][CH2:9][CH2:10][CH2:11][CH2:12][CH2:13][CH2:14][CH2:15][CH2:16][CH2:17][CH3:18].[H-].[Al+3].[Li+].[H-].[H-].[H-].Cl. The catalyst is COC1CCCC1. The product is [CH2:188]([O:187][C:166]1[CH:165]=[C:22]([CH:21]=[C:20]([O:19][CH2:1][CH2:2][CH2:3][CH2:4][CH2:5][CH2:6][CH2:7][CH2:8][CH2:9][CH2:10][CH2:11][CH2:12][CH2:13][CH2:14][CH2:15][CH2:16][CH2:17][CH3:18])[C:167]=1[O:168][CH2:169][CH2:170][CH2:171][CH2:172][CH2:173][CH2:174][CH2:175][CH2:176][CH2:177][CH2:178][CH2:179][CH2:180][CH2:181][CH2:182][CH2:183][CH2:184][CH2:185][CH3:186])[CH2:23][O:24][C:25]1[CH:26]=[C:27]([CH:32]=[C:33]([O:100][CH2:101][C:102]2[CH:103]=[C:104]([O:146][CH2:147][CH2:148][CH2:149][CH2:150][CH2:151][CH2:152][CH2:153][CH2:154][CH2:155][CH2:156][CH2:157][CH2:158][CH2:159][CH2:160][CH2:161][CH2:162][CH2:163][CH3:164])[C:105]([O:127][CH2:128][CH2:129][CH2:130][CH2:131][CH2:132][CH2:133][CH2:134][CH2:135][CH2:136][CH2:137][CH2:138][CH2:139][CH2:140][CH2:141][CH2:142][CH2:143][CH2:144][CH3:145])=[C:106]([O:108][CH2:109][CH2:110][CH2:111][CH2:112][CH2:113][CH2:114][CH2:115][CH2:116][CH2:117][CH2:118][CH2:119][CH2:120][CH2:121][CH2:122][CH2:123][CH2:124][CH2:125][CH3:126])[CH:107]=2)[C:34]=1[O:35][CH2:36][C:37]1[CH:38]=[C:39]([O:81][CH2:82][CH2:83][CH2:84][CH2:85][CH2:86][CH2:87][CH2:88][CH2:89][CH2:90][CH2:91][CH2:92][CH2:93][CH2:94][CH2:95][CH2:96][CH2:97][CH2:98][CH3:99])[C:40]([O:62][CH2:63][CH2:64][CH2:65][CH2:66][CH2:67][CH2:68][CH2:69][CH2:70][CH2:71][CH2:72][CH2:73][CH2:74][CH2:75][CH2:76][CH2:77][CH2:78][CH2:79][CH3:80])=[C:41]([O:43][CH2:44][CH2:45][CH2:46][CH2:47][CH2:48][CH2:49][CH2:50][CH2:51][CH2:52][CH2:53][CH2:54][CH2:55][CH2:56][CH2:57][CH2:58][CH2:59][CH2:60][CH3:61])[CH:42]=1)[CH2:28][OH:29])[CH2:189][CH2:190][CH2:191][CH2:192][CH2:193][CH2:194][CH2:195][CH2:196][CH2:197][CH2:198][CH2:199][CH2:200][CH2:201][CH2:202][CH2:203][CH2:204][CH3:205]. The yield is 0.946. (3) The reactants are [Cl:1][C:2]1[CH:6]=[N:5][N:4]([CH3:7])[C:3]=1[C:8]1[CH:9]=[C:10]([NH2:22])[CH:11]=[CH:12][C:13]=1[O:14][CH:15]1[CH2:20][CH2:19][N:18]([CH3:21])[CH2:17][CH2:16]1.[F:23][C:24]1[CH:32]=[CH:31][C:27]([C:28](Cl)=[O:29])=[CH:26][C:25]=1[CH3:33].C(N(CC)CC)C. The catalyst is C(Cl)Cl. The product is [Cl:1][C:2]1[CH:6]=[N:5][N:4]([CH3:7])[C:3]=1[C:8]1[CH:9]=[C:10]([NH:22][C:28](=[O:29])[C:27]2[CH:31]=[CH:32][C:24]([F:23])=[C:25]([CH3:33])[CH:26]=2)[CH:11]=[CH:12][C:13]=1[O:14][CH:15]1[CH2:20][CH2:19][N:18]([CH3:21])[CH2:17][CH2:16]1. The yield is 0.570. (4) The reactants are [F:1][C:2]1[CH:18]=[CH:17][CH:16]=[C:15]([F:19])[C:3]=1[C:4]([NH:6][C:7]1[C:8]([C:12]([OH:14])=O)=[N:9][NH:10][CH:11]=1)=[O:5].[NH2:20][CH:21]1[CH2:26][CH2:25][N:24]([CH3:27])[CH2:23][CH2:22]1.CCN=C=NCCCN(C)C.C1C=CC2N(O)N=NC=2C=1. The catalyst is CN(C=O)C.CCOC(C)=O. The product is [CH3:27][N:24]1[CH2:25][CH2:26][CH:21]([NH:20][C:12]([C:8]2[C:7]([NH:6][C:4](=[O:5])[C:3]3[C:15]([F:19])=[CH:16][CH:17]=[CH:18][C:2]=3[F:1])=[CH:11][NH:10][N:9]=2)=[O:14])[CH2:22][CH2:23]1. The yield is 0.690. (5) The yield is 0.940. The catalyst is CN(C=O)C.O. The product is [OH:9][N:8]=[C:7]([Cl:12])[C@:5]1([CH3:10])[CH2:4][O:3][C:2]([CH3:11])([CH3:1])[O:6]1. The reactants are [CH3:1][C:2]1([CH3:11])[O:6][C@:5]([CH3:10])([CH:7]=[N:8][OH:9])[CH2:4][O:3]1.[Cl:12]N1C(=O)CCC1=O. (6) The reactants are [H-].[Al+3].[Li+].[H-].[H-].[H-].[CH3:7][C:8]1([CH3:20])[CH2:19][O:18][C:11]2([CH2:17][CH2:16][C:14](=[O:15])[CH2:13][CH2:12]2)[O:10][CH2:9]1.O.[OH-].[Na+]. The catalyst is O1CCCC1. The product is [CH3:7][C:8]1([CH3:20])[CH2:9][O:10][C:11]2([CH2:12][CH2:13][CH:14]([OH:15])[CH2:16][CH2:17]2)[O:18][CH2:19]1. The yield is 0.912.